From a dataset of Peptide-MHC class II binding affinity with 134,281 pairs from IEDB. Regression. Given a peptide amino acid sequence and an MHC pseudo amino acid sequence, predict their binding affinity value. This is MHC class II binding data. (1) The peptide sequence is YEVNWKTHEIKVKGHN. The MHC is H-2-IAd with pseudo-sequence H-2-IAd. The binding affinity (normalized) is 0.254. (2) The peptide sequence is INVGFKAAVAAAAGV. The MHC is DRB1_1501 with pseudo-sequence DRB1_1501. The binding affinity (normalized) is 0.702.